The task is: Predict the product of the given reaction.. This data is from Forward reaction prediction with 1.9M reactions from USPTO patents (1976-2016). (1) Given the reactants [CH2:1]([N:24]1[C:32](=[O:33])[C:31]2[N:30](CC=C)[C:29]([Cl:37])=[N:28][C:27]=2[N:26]([CH2:38][CH2:39][CH2:40][CH3:41])[C:25]1=[O:42])[CH2:2][CH2:3][CH2:4][N:5]1[C:13](=[O:14])[C:12]2[N:11](CC=C)[C:10]([Cl:18])=[N:9][C:8]=2[N:7]([CH2:19][CH2:20][CH2:21][CH3:22])[C:6]1=[O:23].C1([SiH3])C=CC=CC=1, predict the reaction product. The product is: [CH2:1]([N:24]1[C:32](=[O:33])[C:31]2[NH:30][C:29]([Cl:37])=[N:28][C:27]=2[N:26]([CH2:38][CH2:39][CH2:40][CH3:41])[C:25]1=[O:42])[CH2:2][CH2:3][CH2:4][N:5]1[C:13](=[O:14])[C:12]2[NH:11][C:10]([Cl:18])=[N:9][C:8]=2[N:7]([CH2:19][CH2:20][CH2:21][CH3:22])[C:6]1=[O:23]. (2) Given the reactants C(N(CC)CC)C.Cl.Cl.[CH3:10][CH:11]1[CH2:16][NH:15][CH2:14][CH2:13][N:12]1[C:17]1[N:22]=[CH:21][C:20]([O:23][CH2:24][C:25]2[C:30]([C:31]#[N:32])=[CH:29][N:28]=[CH:27][CH:26]=2)=[CH:19][N:18]=1.[C:33](=O)([O:41][C@H:42]([CH3:47])[C:43]([F:46])([F:45])[F:44])[O:34]C1C=CC=CC=1.FC(F)(F)[C@H](O)C, predict the reaction product. The product is: [C:31]([C:30]1[CH:29]=[N:28][CH:27]=[CH:26][C:25]=1[CH2:24][O:23][C:20]1[CH:19]=[N:18][C:17]([N:12]2[CH2:13][CH2:14][N:15]([C:33]([O:41][C@H:42]([CH3:47])[C:43]([F:46])([F:45])[F:44])=[O:34])[CH2:16][C@H:11]2[CH3:10])=[N:22][CH:21]=1)#[N:32].